From a dataset of NCI-60 drug combinations with 297,098 pairs across 59 cell lines. Regression. Given two drug SMILES strings and cell line genomic features, predict the synergy score measuring deviation from expected non-interaction effect. (1) Drug 1: C1=NC(=NC(=O)N1C2C(C(C(O2)CO)O)O)N. Drug 2: CC1=C(N=C(N=C1N)C(CC(=O)N)NCC(C(=O)N)N)C(=O)NC(C(C2=CN=CN2)OC3C(C(C(C(O3)CO)O)O)OC4C(C(C(C(O4)CO)O)OC(=O)N)O)C(=O)NC(C)C(C(C)C(=O)NC(C(C)O)C(=O)NCCC5=NC(=CS5)C6=NC(=CS6)C(=O)NCCC[S+](C)C)O. Cell line: MCF7. Synergy scores: CSS=8.99, Synergy_ZIP=-5.45, Synergy_Bliss=-3.33, Synergy_Loewe=-6.67, Synergy_HSA=-0.134. (2) Drug 1: C1C(C(OC1N2C=NC3=C2NC=NCC3O)CO)O. Drug 2: CCC1(C2=C(COC1=O)C(=O)N3CC4=CC5=C(C=CC(=C5CN(C)C)O)N=C4C3=C2)O.Cl. Cell line: COLO 205. Synergy scores: CSS=26.4, Synergy_ZIP=-1.45, Synergy_Bliss=-2.57, Synergy_Loewe=-27.0, Synergy_HSA=-2.24.